Dataset: Reaction yield outcomes from USPTO patents with 853,638 reactions. Task: Predict the reaction yield, written as a fraction of the theoretical maximum amount of product (1.0 means a 100% yield; for example, 0.34 means a 34% yield). (1) The reactants are [CH:1]1([CH2:4][N:5]2[CH2:10][CH2:9][NH:8][CH2:7][CH2:6]2)[CH2:3][CH2:2]1.Cl[C:12]1[N:17]=[CH:16][C:15]([C:18]2[CH:25]=[CH:24][C:21]([C:22]#[N:23])=[CH:20][CH:19]=2)=[CH:14][CH:13]=1. No catalyst specified. The product is [CH:1]1([CH2:4][N:5]2[CH2:10][CH2:9][N:8]([C:12]3[N:17]=[CH:16][C:15]([C:18]4[CH:25]=[CH:24][C:21]([C:22]#[N:23])=[CH:20][CH:19]=4)=[CH:14][CH:13]=3)[CH2:7][CH2:6]2)[CH2:3][CH2:2]1. The yield is 0.430. (2) The reactants are [Br:1][C:2]1[CH:7]=[C:6]([S:8]([CH3:11])(=[O:10])=[O:9])[CH:5]=[CH:4][C:3]=1[OH:12].[C:13]([O-])([O-])=O.[K+].[K+].CI.CCOC(C)=O. The catalyst is CN(C=O)C.O. The product is [Br:1][C:2]1[CH:7]=[C:6]([S:8]([CH3:11])(=[O:9])=[O:10])[CH:5]=[CH:4][C:3]=1[O:12][CH3:13]. The yield is 0.655. (3) The reactants are C[Si](C)(C)[N-][Si](C)(C)C.[Li+].[CH3:11][C@@H:12]1[N:17]([C:18]([O:20][CH2:21][CH:22]=[CH2:23])=[O:19])[CH2:16][CH2:15][C:14]([C:24]2[N:25]=[C:26]([SH:29])[S:27][CH:28]=2)=[CH:13]1.O(P(OC1C=CC=CC=1)O[C:39]1[C@H:45]([CH3:46])[C@H:44]2[N:41]([C:42](=[O:54])[C@@H:43]2[C@H:47]([O:49][Si:50]([CH3:53])([CH3:52])[CH3:51])[CH3:48])[C:40]=1[C:55]([O:57][CH2:58][CH:59]=[CH2:60])=[O:56])C1C=CC=CC=1.C(#N)C. The catalyst is C1COCC1. The product is [CH2:21]([O:20][C:18]([N:17]1[C@@H:12]([CH3:11])[CH:13]=[C:14]([C:24]2[N:25]=[C:26]([S:29][C:39]3[C@H:45]([CH3:46])[C@H:44]4[N:41]([C:42](=[O:54])[C@@H:43]4[C@H:47]([O:49][Si:50]([CH3:51])([CH3:52])[CH3:53])[CH3:48])[C:40]=3[C:55]([O:57][CH2:58][CH:59]=[CH2:60])=[O:56])[S:27][CH:28]=2)[CH2:15][CH2:16]1)=[O:19])[CH:22]=[CH2:23]. The yield is 0.760. (4) The reactants are Br[C:2]1[CH:3]=[C:4]([C:8]2[CH:13]=[CH:12][CH:11]=[CH:10][CH:9]=2)[CH:5]=[CH:6][CH:7]=1.[B:14]1([B:14]2[O:18][C:17]([CH3:20])([CH3:19])[C:16]([CH3:22])([CH3:21])[O:15]2)[O:18][C:17]([CH3:20])([CH3:19])[C:16]([CH3:22])([CH3:21])[O:15]1.C([O-])(=O)C.[K+]. The catalyst is C1C=CC([P]([Pd]([P](C2C=CC=CC=2)(C2C=CC=CC=2)C2C=CC=CC=2)([P](C2C=CC=CC=2)(C2C=CC=CC=2)C2C=CC=CC=2)[P](C2C=CC=CC=2)(C2C=CC=CC=2)C2C=CC=CC=2)(C2C=CC=CC=2)C2C=CC=CC=2)=CC=1.O1CCOCC1. The product is [C:4]1([C:8]2[CH:13]=[CH:12][CH:11]=[CH:10][CH:9]=2)[CH:5]=[CH:6][CH:7]=[C:2]([B:14]2[O:18][C:17]([CH3:20])([CH3:19])[C:16]([CH3:22])([CH3:21])[O:15]2)[CH:3]=1. The yield is 0.680. (5) The reactants are O=C1CCC(=O)N1[O:8][C:9](=O)[CH2:10][CH2:11][CH:12]([NH:20][C:21](=[O:47])[CH2:22][CH2:23][CH2:24][CH2:25][CH2:26][CH2:27][CH2:28][CH2:29][CH2:30][CH2:31][CH2:32][CH2:33][CH2:34][CH2:35][CH2:36][CH2:37][CH2:38][CH2:39][C:40]([O:42][C:43]([CH3:46])([CH3:45])[CH3:44])=[O:41])[C:13]([O:15][C:16]([CH3:19])([CH3:18])[CH3:17])=[O:14].[NH2:49][CH2:50][CH2:51][O:52][CH2:53][CH2:54][O:55][CH2:56][C:57]([NH:59][CH2:60][CH2:61][O:62][CH2:63][CH2:64][O:65][CH2:66][C:67]([OH:69])=[O:68])=[O:58].NCCOCCOCC(O)=O. The catalyst is C(O)C. The product is [C:43]([O:42][C:40](=[O:41])[CH2:39][CH2:38][CH2:37][CH2:36][CH2:35][CH2:34][CH2:33][CH2:32][CH2:31][CH2:30][CH2:29][CH2:28][CH2:27][CH2:26][CH2:25][CH2:24][CH2:23][CH2:22][C:21](=[O:47])[NH:20][C@H:12]([C:13]([O:15][C:16]([CH3:19])([CH3:18])[CH3:17])=[O:14])[CH2:11][CH2:10][C:9](=[O:8])[NH:49][CH2:50][CH2:51][O:52][CH2:53][CH2:54][O:55][CH2:56][C:57](=[O:58])[NH:59][CH2:60][CH2:61][O:62][CH2:63][CH2:64][O:65][CH2:66][C:67]([OH:69])=[O:68])([CH3:46])([CH3:44])[CH3:45]. The yield is 0.960. (6) The product is [CH3:1][O:2][C:3]1[CH:4]=[N+:5]([O-:9])[CH:6]=[CH:7][CH:8]=1. The reactants are [CH3:1][O:2][C:3]1[CH:4]=[N:5][CH:6]=[CH:7][CH:8]=1.[OH:9]O. The catalyst is C(O)(=O)C. The yield is 1.00. (7) The reactants are [CH3:1][O:2][C:3]1[CH:4]=[C:5]2[C:10](=[C:11]([NH2:13])[CH:12]=1)[N:9]=[CH:8][CH:7]=[CH:6]2.[N:14]1[CH:19]=[CH:18][CH:17]=[C:16]([S:20](Cl)(=[O:22])=[O:21])[CH:15]=1. No catalyst specified. The product is [CH3:1][O:2][C:3]1[CH:4]=[C:5]2[C:10](=[C:11]([NH:13][S:20]([C:16]3[CH:15]=[N:14][CH:19]=[CH:18][CH:17]=3)(=[O:22])=[O:21])[CH:12]=1)[N:9]=[CH:8][CH:7]=[CH:6]2. The yield is 0.390.